Dataset: Full USPTO retrosynthesis dataset with 1.9M reactions from patents (1976-2016). Task: Predict the reactants needed to synthesize the given product. The reactants are: [C:1]([C:3]1[C:11]2[C:10](=[O:12])[N:9]([CH2:13][O:14][CH2:15][CH2:16][Si:17]([CH3:20])([CH3:19])[CH3:18])[N:8]=[CH:7][C:6]=2[N:5]([CH2:21][O:22][CH2:23][CH2:24][Si:25]([CH3:28])([CH3:27])[CH3:26])[CH:4]=1)#[CH:2].C(O)C.[H][H]. Given the product [CH2:1]([C:3]1[C:11]2[C:10](=[O:12])[N:9]([CH2:13][O:14][CH2:15][CH2:16][Si:17]([CH3:18])([CH3:19])[CH3:20])[N:8]=[CH:7][C:6]=2[N:5]([CH2:21][O:22][CH2:23][CH2:24][Si:25]([CH3:27])([CH3:26])[CH3:28])[CH:4]=1)[CH3:2], predict the reactants needed to synthesize it.